Dataset: Full USPTO retrosynthesis dataset with 1.9M reactions from patents (1976-2016). Task: Predict the reactants needed to synthesize the given product. (1) Given the product [Cl:1][C:2]1[CH:7]=[CH:6][C:5]([CH:8]2[C:9]3[C:10](=[N:11][N:12]([CH:14]([CH3:16])[CH3:15])[CH:13]=3)[C:17](=[O:19])[N:20]2[C:21]2[CH:26]=[C:25]([CH3:27])[C:24](=[O:28])[N:23]([CH3:29])[CH:22]=2)=[CH:4][CH:3]=1, predict the reactants needed to synthesize it. The reactants are: [Cl:1][C:2]1[CH:7]=[CH:6][C:5]([CH:8]([NH:20][C:21]2[CH:26]=[C:25]([CH3:27])[C:24](=[O:28])[N:23]([CH3:29])[CH:22]=2)[C:9]2[C:10]([C:17]([OH:19])=O)=[N:11][N:12]([CH:14]([CH3:16])[CH3:15])[CH:13]=2)=[CH:4][CH:3]=1. (2) Given the product [C:1]1([CH:7]([N:13]2[C:17]3[CH:18]=[CH:19][CH:20]=[C:21]([N:22]4[CH2:27][CH2:26][CH:25]([C:28]([NH:30][C:31]5[NH:32][CH2:33][CH2:34][CH2:35][N:36]=5)=[O:29])[CH2:24][CH2:23]4)[C:16]=3[N:15]=[CH:14]2)[CH2:8][C:9]([OH:11])=[O:10])[CH:6]=[CH:5][CH:4]=[CH:3][CH:2]=1, predict the reactants needed to synthesize it. The reactants are: [C:1]1([CH:7]([N:13]2[C:17]3[CH:18]=[CH:19][CH:20]=[C:21]([N:22]4[CH2:27][CH2:26][CH:25]([C:28]([NH:30][C:31]5[NH:32][CH2:33][CH2:34][CH2:35][N:36]=5)=[O:29])[CH2:24][CH2:23]4)[C:16]=3[N:15]=[CH:14]2)[CH2:8][C:9]([O:11]C)=[O:10])[CH:6]=[CH:5][CH:4]=[CH:3][CH:2]=1. (3) Given the product [CH3:38][S:1]([C:11]1[CH:12]=[C:13]([CH:35]=[CH:36][CH:37]=1)[CH2:14][C:15]1[S:19][C:18]([NH:20][C:21](=[O:23])[CH3:22])=[N:17][C:16]=1/[CH:24]=[CH:25]\[C:26]1[CH:27]=[CH:28][C:29]([N+:32]([O-:34])=[O:33])=[CH:30][CH:31]=1)(=[O:6])=[O:2], predict the reactants needed to synthesize it. The reactants are: [S:1]([O-:6])(O[O-])(=O)=[O:2].[K+].[K+].CS[C:11]1[CH:12]=[C:13]([CH:35]=[CH:36][CH:37]=1)[CH2:14][C:15]1[S:19][C:18]([NH:20][C:21](=[O:23])[CH3:22])=[N:17][C:16]=1/[CH:24]=[CH:25]/[C:26]1[CH:31]=[CH:30][C:29]([N+:32]([O-:34])=[O:33])=[CH:28][CH:27]=1.[CH3:38]SC1C=C(C=CC=1)CC1SC(NC(=O)C)=NC=1/C=C\C1C=CC([N+]([O-])=O)=CC=1. (4) Given the product [CH3:1][O:2][C:3]1[C:4]([NH:14][C:15]([N:35]2[CH2:34][CH2:33][N:32]([C:24]3[CH:23]=[C:22]([O:21][CH3:20])[C:27]([O:28][CH3:29])=[C:26]([O:30][CH3:31])[CH:25]=3)[CH2:37][CH2:36]2)=[O:19])=[N:5][C:6]2[C:11]([N:12]=1)=[CH:10][C:9]([CH3:13])=[CH:8][CH:7]=2, predict the reactants needed to synthesize it. The reactants are: [CH3:1][O:2][C:3]1[C:4]([NH:14][C:15](=[O:19])OCC)=[N:5][C:6]2[C:11]([N:12]=1)=[CH:10][C:9]([CH3:13])=[CH:8][CH:7]=2.[CH3:20][O:21][C:22]1[CH:23]=[C:24]([N:32]2[CH2:37][CH2:36][NH:35][CH2:34][CH2:33]2)[CH:25]=[C:26]([O:30][CH3:31])[C:27]=1[O:28][CH3:29]. (5) Given the product [CH3:26][S:27][C:6]1[CH:5]=[CH:4][C:3]([N+:9]([O-:11])=[O:10])=[C:2]([CH:7]=1)[NH:25][CH2:24][C:20]1[CH:19]=[N:18][CH:23]=[CH:22][CH:21]=1, predict the reactants needed to synthesize it. The reactants are: F[C:2]1[CH:7]=[C:6](F)[CH:5]=[CH:4][C:3]=1[N+:9]([O-:11])=[O:10].C([O-])([O-])=O.[K+].[K+].[N:18]1[CH:23]=[CH:22][CH:21]=[C:20]([CH2:24][NH2:25])[CH:19]=1.[CH3:26][S-:27].[Na+].